Dataset: Full USPTO retrosynthesis dataset with 1.9M reactions from patents (1976-2016). Task: Predict the reactants needed to synthesize the given product. (1) Given the product [CH2:35]([N:42]1[CH2:47][CH2:46][C:45](=[CH:9][C:10]2[CH:11]=[CH:12][C:13]([O:16][C:17]([F:18])([F:19])[F:20])=[CH:14][CH:15]=2)[CH2:44][CH2:43]1)[C:36]1[CH:41]=[CH:40][CH:39]=[CH:38][CH:37]=1, predict the reactants needed to synthesize it. The reactants are: [Br-].C1([P+](C2C=CC=CC=2)(C2C=CC=CC=2)[CH2:9][C:10]2[CH:15]=[CH:14][C:13]([O:16][C:17]([F:20])([F:19])[F:18])=[CH:12][CH:11]=2)C=CC=CC=1.[H-].[Na+].[CH2:35]([N:42]1[CH2:47][CH2:46][C:45](=O)[CH2:44][CH2:43]1)[C:36]1[CH:41]=[CH:40][CH:39]=[CH:38][CH:37]=1. (2) The reactants are: [CH3:1][O:2][C:3]1[CH:8]=[CH:7][C:6](O)=[CH:5][CH:4]=1.N12CCCNC1CCCC=C2.[CH3:21][C:22]([OH:26])([C:24]#[CH:25])[CH3:23].FC(F)(F)C(OC(=O)C(F)(F)F)=O.CC1(C)OC2=CC3C(C)=CC(C#N)=NC=3C=C2C=C1.[Cl-].[NH4+]. Given the product [CH3:21][C:22]([CH3:23])([O:26][C:6]1[CH:7]=[CH:8][C:3]([O:2][CH3:1])=[CH:4][CH:5]=1)[C:24]#[CH:25], predict the reactants needed to synthesize it. (3) Given the product [NH:25]1[CH2:24][CH2:23][CH:22]([C:20]2[O:19][C:14]3=[C:15]([NH2:18])[N:16]=[CH:17][C:12]([C:10]4[CH:9]=[N:8][N:7]([CH:4]5[CH2:5][CH2:6][NH:1][CH2:2][CH2:3]5)[CH:11]=4)=[C:13]3[CH:21]=2)[CH2:27][CH2:26]1, predict the reactants needed to synthesize it. The reactants are: [NH:1]1[CH2:6][CH2:5][CH:4]([N:7]2[CH:11]=[C:10]([C:12]3[CH:17]=[N:16][C:15]([NH2:18])=[C:14]4[O:19][C:20]([C:22]5[CH2:23][CH2:24][NH:25][CH2:26][CH:27]=5)=[CH:21][C:13]=34)[CH:9]=[N:8]2)[CH2:3][CH2:2]1.